From a dataset of Full USPTO retrosynthesis dataset with 1.9M reactions from patents (1976-2016). Predict the reactants needed to synthesize the given product. (1) Given the product [C:1]([O:5][C:6]([NH:8][C@@H:9]1[CH2:10][CH2:11][C@:12]([CH2:17][CH2:18][O:19][CH3:20])([C:14]([OH:16])=[O:15])[CH2:13]1)=[O:7])([CH3:4])([CH3:3])[CH3:2], predict the reactants needed to synthesize it. The reactants are: [C:1]([O:5][C:6]([NH:8][C@H:9]1[CH2:13][C@@:12]([CH2:17][CH2:18][O:19][CH3:20])([C:14]([OH:16])=[O:15])[CH:11]=[CH:10]1)=[O:7])([CH3:4])([CH3:3])[CH3:2]. (2) Given the product [CH3:1][O:17][CH2:18][C@@H:19]1[N:24]([C:25]([O:27][CH2:28][C:29]2[CH:34]=[CH:33][CH:32]=[CH:31][CH:30]=2)=[O:26])[CH2:23][C@@H:22]([C:35]([O:37][CH3:38])=[O:36])[CH2:21][CH2:20]1, predict the reactants needed to synthesize it. The reactants are: [CH3:1]N(C)C1C2C(=CC=CC=2N(C)C)C=CC=1.[OH:17][CH2:18][C@@H:19]1[N:24]([C:25]([O:27][CH2:28][C:29]2[CH:34]=[CH:33][CH:32]=[CH:31][CH:30]=2)=[O:26])[CH2:23][C@@H:22]([C:35]([O:37][CH3:38])=[O:36])[CH2:21][CH2:20]1.C([O-])(O)=O.[Na+].C1COCC1. (3) Given the product [CH:13]([NH:14][CH:1]1[CH2:5][CH2:4][CH2:3][CH2:2]1)([C:15]1[CH:16]=[CH:17][CH:18]=[CH:19][CH:20]=1)[C:7]1[CH:12]=[CH:11][CH:10]=[CH:9][CH:8]=1, predict the reactants needed to synthesize it. The reactants are: [C:1]1(=O)[CH2:5][CH2:4][CH2:3][CH2:2]1.[C:7]1([CH:13]([C:15]2[CH:20]=[CH:19][CH:18]=[CH:17][CH:16]=2)[NH2:14])[CH:12]=[CH:11][CH:10]=[CH:9][CH:8]=1.[BH-](OC(C)=O)(OC(C)=O)OC(C)=O.[Na+].C([O-])(O)=O.[Na+]. (4) Given the product [F:3][C:4]1[CH:9]=[C:8]([C:10]2[C:11]([O:18][CH3:19])=[N:12][C:13]([CH3:17])=[CH:14][C:15]=2[CH3:16])[C:7]([F:20])=[CH:6][C:5]=1[C:21]1[N:25]([CH:26]2[CH2:31][CH2:30][O:29][CH2:28][CH2:27]2)[N:24]=[CH:23][C:22]=1[C:32]([OH:34])=[O:33], predict the reactants needed to synthesize it. The reactants are: [OH-].[Na+].[F:3][C:4]1[CH:9]=[C:8]([C:10]2[C:11]([O:18][CH3:19])=[N:12][C:13]([CH3:17])=[CH:14][C:15]=2[CH3:16])[C:7]([F:20])=[CH:6][C:5]=1[C:21]1[N:25]([CH:26]2[CH2:31][CH2:30][O:29][CH2:28][CH2:27]2)[N:24]=[CH:23][C:22]=1[C:32]([O:34]CC)=[O:33].